From a dataset of Catalyst prediction with 721,799 reactions and 888 catalyst types from USPTO. Predict which catalyst facilitates the given reaction. (1) Reactant: [C:1]([NH:8][C@H:9]([C:18]([O:20][C:21]([CH3:24])([CH3:23])[CH3:22])=[O:19])[CH2:10][C:11]1[CH:16]=[CH:15][C:14]([OH:17])=[CH:13][CH:12]=1)([O:3][C:4]([CH3:7])([CH3:6])[CH3:5])=[O:2].N1C=CC=CC=1.[S:31](O[S:31]([C:34]([F:37])([F:36])[F:35])(=[O:33])=[O:32])([C:34]([F:37])([F:36])[F:35])(=[O:33])=[O:32]. Product: [C:1]([NH:8][C@H:9]([C:18]([O:20][C:21]([CH3:24])([CH3:23])[CH3:22])=[O:19])[CH2:10][C:11]1[CH:12]=[CH:13][C:14]([O:17][S:31]([C:34]([F:37])([F:36])[F:35])(=[O:33])=[O:32])=[CH:15][CH:16]=1)([O:3][C:4]([CH3:5])([CH3:7])[CH3:6])=[O:2]. The catalyst class is: 2. (2) Reactant: Cl[C:2]1[C:3]2[C:10]([C:11]3[CH:16]=[CH:15][CH:14]=[CH:13][CH:12]=3)=[C:9]([C:17]([O:19][CH3:20])=[O:18])[S:8][C:4]=2[N:5]=[CH:6][N:7]=1.CCN(C(C)C)C(C)C.[CH2:30]1[C@H:36]2[NH:37][C@H:32]([CH2:33][CH:34]([OH:38])[CH2:35]2)[CH2:31]1. Product: [OH:38][CH:34]1[CH2:33][CH:32]2[N:37]([C:2]3[C:3]4[C:10]([C:11]5[CH:16]=[CH:15][CH:14]=[CH:13][CH:12]=5)=[C:9]([C:17]([O:19][CH3:20])=[O:18])[S:8][C:4]=4[N:5]=[CH:6][N:7]=3)[CH:36]([CH2:30][CH2:31]2)[CH2:35]1. The catalyst class is: 20. (3) Reactant: [C:1]([N:8]1[CH2:15][C@@H:14]([OH:16])[CH2:13][C@H:9]1[C:10]([OH:12])=O)([O:3][C:4]([CH3:7])([CH3:6])[CH3:5])=[O:2].[CH:17]1[CH:22]=NC2N(O)N=[N:25][C:19]=2[CH:18]=1.CCN(C(C)C)C(C)C.C1(N)CCC1. Product: [C:4]([O:3][C:1]([N:8]1[CH2:15][C@@H:14]([OH:16])[CH2:13][C@H:9]1[C:10](=[O:12])[NH:25][CH:19]1[CH2:18][CH2:17][CH2:22]1)=[O:2])([CH3:5])([CH3:6])[CH3:7]. The catalyst class is: 607. (4) Reactant: [OH-].[Na+].C([O:5][C:6]([C:8]1[N:9]([C:25]2[CH:30]=[CH:29][C:28]([CH3:31])=[C:27]([N+:32]([O-:34])=[O:33])[CH:26]=2)[C:10]2[C:15]([CH:16]=1)=[CH:14][C:13]([O:17][C:18]1[CH:23]=[CH:22][CH:21]=[C:20]([Cl:24])[CH:19]=1)=[CH:12][CH:11]=2)=[O:7])C.Cl. Product: [Cl:24][C:20]1[CH:19]=[C:18]([CH:23]=[CH:22][CH:21]=1)[O:17][C:13]1[CH:14]=[C:15]2[C:10](=[CH:11][CH:12]=1)[N:9]([C:25]1[CH:30]=[CH:29][C:28]([CH3:31])=[C:27]([N+:32]([O-:34])=[O:33])[CH:26]=1)[C:8]([C:6]([OH:7])=[O:5])=[CH:16]2. The catalyst class is: 21. (5) Reactant: [F:1][C:2]1[CH:7]=[C:6]([CH:8]2[CH2:13][CH2:12][NH:11][CH2:10][CH2:9]2)[C:5]([CH3:14])=[CH:4][C:3]=1[NH:15][C:16]1[N:21]=[C:20]([NH:22][C:23]2[CH:27]=[C:26]([CH3:28])[NH:25][N:24]=2)[C:19]([C:29]([F:32])([F:31])[F:30])=[CH:18][N:17]=1.Br[CH2:34][CH:35]1[CH2:37][C:36]1([F:39])[F:38].C(N(CC)CC)C. Product: [F:38][C:36]1([F:39])[CH2:37][CH:35]1[CH2:34][N:11]1[CH2:10][CH2:9][CH:8]([C:6]2[C:5]([CH3:14])=[CH:4][C:3]([NH:15][C:16]3[N:21]=[C:20]([NH:22][C:23]4[CH:27]=[C:26]([CH3:28])[NH:25][N:24]=4)[C:19]([C:29]([F:32])([F:30])[F:31])=[CH:18][N:17]=3)=[C:2]([F:1])[CH:7]=2)[CH2:13][CH2:12]1. The catalyst class is: 3.